This data is from Reaction yield outcomes from USPTO patents with 853,638 reactions. The task is: Predict the reaction yield, written as a fraction of the theoretical maximum amount of product (1.0 means a 100% yield; for example, 0.34 means a 34% yield). The catalyst is ClCCl. The yield is 0.660. The product is [N:1]([CH2:4][CH2:5][NH:6][C:7]([C:8]1[NH:22][CH:11]=[CH:10][CH:9]=1)=[O:21])=[N+:2]=[N-:3]. The reactants are [N:1]([CH2:4][CH2:5][NH:6][C:7](=[O:21])[CH2:8][CH2:9][CH2:10][CH2:11]CCCCCCCCC)=[N+:2]=[N-:3].[N:22](CCN)=[N+]=[N-].C(N(CC)CC)C.